From a dataset of Forward reaction prediction with 1.9M reactions from USPTO patents (1976-2016). Predict the product of the given reaction. (1) Given the reactants [CH3:1][C:2]1([CH3:32])[C:6](=[O:7])[N:5]([C:8]2[CH:9]=[CH:10][C:11]([O:19][C:20]([F:23])([F:22])[F:21])=[C:12]([NH:14][C:15](=[O:18])[CH2:16]Cl)[CH:13]=2)[C:4](=[O:24])[N:3]1[CH2:25][C:26]1[CH:31]=[CH:30][N:29]=[CH:28][CH:27]=1.[NH:33]1[CH2:38][CH2:37][O:36][CH2:35][CH2:34]1, predict the reaction product. The product is: [CH3:1][C:2]1([CH3:32])[C:6](=[O:7])[N:5]([C:8]2[CH:9]=[CH:10][C:11]([O:19][C:20]([F:23])([F:22])[F:21])=[C:12]([NH:14][C:15](=[O:18])[CH2:16][N:33]3[CH2:38][CH2:37][O:36][CH2:35][CH2:34]3)[CH:13]=2)[C:4](=[O:24])[N:3]1[CH2:25][C:26]1[CH:31]=[CH:30][N:29]=[CH:28][CH:27]=1. (2) Given the reactants [Cl:1][CH2:2][CH2:3][CH2:4][S:5]([N:8]1[CH2:13][CH2:12][CH:11]([C:14]2[C:22]3[C:17](=[C:18]([C:29]([NH2:31])=[O:30])[CH:19]=[C:20](C4C=CC=CC=4)[CH:21]=3)[NH:16][CH:15]=2)[CH2:10][CH2:9]1)(=[O:7])=[O:6].[Br:32]C1C=C2C(=C(C(N)=O)C=1)NC=C2C1CCNCC1.C(N(CC)CC)C.ClCCCS(Cl)(=O)=O, predict the reaction product. The product is: [Br:32][C:20]1[CH:21]=[C:22]2[C:17](=[C:18]([C:29]([NH2:31])=[O:30])[CH:19]=1)[NH:16][CH:15]=[C:14]2[CH:11]1[CH2:12][CH2:13][N:8]([S:5]([CH2:4][CH2:3][CH2:2][Cl:1])(=[O:7])=[O:6])[CH2:9][CH2:10]1. (3) Given the reactants [Br:1][C:2]1[CH:3]=[C:4]([CH2:8]O)[CH:5]=[N:6][CH:7]=1.S(Cl)([Cl:12])=O.[OH-].[Na+], predict the reaction product. The product is: [Br:1][C:2]1[CH:7]=[N:6][CH:5]=[C:4]([CH2:8][Cl:12])[CH:3]=1. (4) Given the reactants F[C:2]1[C:3]([CH3:22])=[N:4][C:5]2[C:10]([N:11]=1)=[C:9]([C:12]1[NH:20][C:19]3[CH2:18][CH2:17][NH:16][C:15](=[O:21])[C:14]=3[CH:13]=1)[CH:8]=[CH:7][CH:6]=2.[CH3:23][CH:24]([CH3:28])[CH:25]([NH2:27])[CH3:26], predict the reaction product. The product is: [CH3:26][CH:25]([NH:27][C:2]1[C:3]([CH3:22])=[N:4][C:5]2[C:10]([N:11]=1)=[C:9]([C:12]1[NH:20][C:19]3[CH2:18][CH2:17][NH:16][C:15](=[O:21])[C:14]=3[CH:13]=1)[CH:8]=[CH:7][CH:6]=2)[CH:24]([CH3:28])[CH3:23]. (5) Given the reactants [CH3:1][N:2](C(OC(C)(C)C)=O)[NH:3][C:4]([CH:6]1[CH2:12][CH2:11][CH:10]2[CH2:13][N:7]1[C:8](=[O:19])[N:9]2[O:14][S:15]([OH:18])(=[O:17])=[O:16])=[O:5].[Na].FC(F)(F)C(O)=O, predict the reaction product. The product is: [CH3:1][NH:2][NH:3][C:4]([CH:6]1[CH2:12][CH2:11][CH:10]2[CH2:13][N:7]1[C:8](=[O:19])[N:9]2[O:14][S:15]([OH:18])(=[O:17])=[O:16])=[O:5]. (6) Given the reactants [C:1]([O:5][C:6]([N:8]1[CH2:20][C@@H:19]([CH3:21])[N:18]2[C:10](=[CH:11][C:12]3[C:17]2=[N:16][C:15]([CH3:22])=[CH:14][CH:13]=3)[CH2:9]1)=[O:7])([CH3:4])([CH3:3])[CH3:2].O1CCCC1.[Br:28]N1C(=O)CCC1=O, predict the reaction product. The product is: [C:1]([O:5][C:6]([N:8]1[CH2:20][C@@H:19]([CH3:21])[N:18]2[C@H:10]([CH2:11][C:12]3[C:17]2=[N:16][C:15]([CH3:22])=[C:14]([Br:28])[CH:13]=3)[CH2:9]1)=[O:7])([CH3:4])([CH3:3])[CH3:2].